Dataset: Full USPTO retrosynthesis dataset with 1.9M reactions from patents (1976-2016). Task: Predict the reactants needed to synthesize the given product. (1) Given the product [C:9]([O:8][C:7]([NH:6][CH2:5][CH:3]1[CH2:4][N:1]([C:24]([O:26][CH:27]2[CH:28]3[CH2:36][CH:32]4[CH2:31][CH:30]([CH2:35][CH:34]2[CH2:33]4)[CH2:29]3)=[O:25])[CH2:2]1)=[O:13])([CH3:10])([CH3:12])[CH3:11], predict the reactants needed to synthesize it. The reactants are: [NH:1]1[CH2:4][CH:3]([CH2:5][NH:6][C:7](=[O:13])[O:8][C:9]([CH3:12])([CH3:11])[CH3:10])[CH2:2]1.CCN(C(C)C)C(C)C.Cl[C:24]([O:26][CH:27]1[CH:34]2[CH2:35][CH:30]3[CH2:31][CH:32]([CH2:36][CH:28]1[CH2:29]3)[CH2:33]2)=[O:25].C(Cl)Cl.Cl. (2) Given the product [CH3:1][C:2]1[CH:3]=[CH:4][C:5]([O:8][CH2:9][C:10]2([CH3:13])[CH2:12][CH2:11]2)=[CH:6][N:7]=1, predict the reactants needed to synthesize it. The reactants are: [CH3:1][C:2]1[N:7]=[CH:6][C:5]([OH:8])=[CH:4][CH:3]=1.[CH3:9][C:10]1([CH2:13]O)[CH2:12][CH2:11]1.C(C=P(CCCC)(CCCC)CCCC)#N. (3) Given the product [Cl:12][C:11]1[CH:10]=[CH:9][C:4]([C:5]([O:7][CH3:8])=[O:6])=[C:3]([NH:13][CH2:14][CH2:15][CH2:16][OH:17])[C:2]=1[NH:1][C:28](=[S:29])[NH:27][C:20]1[C:21]([Cl:26])=[CH:22][C:23]([Cl:25])=[CH:24][C:19]=1[Cl:18], predict the reactants needed to synthesize it. The reactants are: [NH2:1][C:2]1[C:3]([NH:13][CH2:14][CH2:15][CH2:16][OH:17])=[C:4]([CH:9]=[CH:10][C:11]=1[Cl:12])[C:5]([O:7][CH3:8])=[O:6].[Cl:18][C:19]1[CH:24]=[C:23]([Cl:25])[CH:22]=[C:21]([Cl:26])[C:20]=1[N:27]=[C:28]=[S:29]. (4) Given the product [F:50][C:47]1[CH:48]=[CH:49][C:44]([O:43][C:41](=[O:42])[N:14]([C@H:13]2[C@H:9]([C:4]3[CH:5]=[CH:6][C:7]([Cl:8])=[C:2]([Cl:1])[CH:3]=3)[CH2:10][N:11]([C:17]([CH:19]3[CH2:24][CH2:23][N:22]([C:25]([C:27]4([CH3:30])[CH2:29][CH2:28]4)=[O:26])[CH2:21][CH2:20]3)=[O:18])[CH2:12]2)[CH2:15][CH3:16])=[CH:45][CH:46]=1, predict the reactants needed to synthesize it. The reactants are: [Cl:1][C:2]1[CH:3]=[C:4]([C@H:9]2[C@H:13]([NH:14][CH2:15][CH3:16])[CH2:12][N:11]([C:17]([CH:19]3[CH2:24][CH2:23][N:22]([C:25]([C:27]4([CH3:30])[CH2:29][CH2:28]4)=[O:26])[CH2:21][CH2:20]3)=[O:18])[CH2:10]2)[CH:5]=[CH:6][C:7]=1[Cl:8].C(N(CC)C(C)C)(C)C.Cl[C:41]([O:43][C:44]1[CH:49]=[CH:48][C:47]([F:50])=[CH:46][CH:45]=1)=[O:42]. (5) Given the product [C:1]([C:4]1[C:9]2[N:8]([CH:35]=[N:11][N:10]=2)[C:7]([S:12][CH3:13])=[N:6][C:5]=1[NH:14][C:15]1[CH:20]=[CH:19][C:18]([N:21]2[CH2:22][CH2:23][N:24]([C:27]([O:29][C:30]([CH3:31])([CH3:33])[CH3:32])=[O:28])[CH2:25][CH2:26]2)=[CH:17][C:16]=1[F:34])(=[O:3])[NH2:2], predict the reactants needed to synthesize it. The reactants are: [C:1]([C:4]1[C:5]([NH:14][C:15]2[CH:20]=[CH:19][C:18]([N:21]3[CH2:26][CH2:25][N:24]([C:27]([O:29][C:30]([CH3:33])([CH3:32])[CH3:31])=[O:28])[CH2:23][CH2:22]3)=[CH:17][C:16]=2[F:34])=[N:6][C:7]([S:12][CH3:13])=[N:8][C:9]=1[NH:10][NH2:11])(=[O:3])[NH2:2].[CH:35]([O-])([O-])OC.